From a dataset of NCI-60 drug combinations with 297,098 pairs across 59 cell lines. Regression. Given two drug SMILES strings and cell line genomic features, predict the synergy score measuring deviation from expected non-interaction effect. Drug 1: CC1=CC2C(CCC3(C2CCC3(C(=O)C)OC(=O)C)C)C4(C1=CC(=O)CC4)C. Drug 2: C1CN(P(=O)(OC1)NCCCl)CCCl. Cell line: UO-31. Synergy scores: CSS=6.40, Synergy_ZIP=0.355, Synergy_Bliss=4.36, Synergy_Loewe=6.12, Synergy_HSA=5.11.